This data is from Peptide-MHC class II binding affinity with 134,281 pairs from IEDB. The task is: Regression. Given a peptide amino acid sequence and an MHC pseudo amino acid sequence, predict their binding affinity value. This is MHC class II binding data. (1) The peptide sequence is PSNVASHVRVNVYLS. The MHC is DRB4_0101 with pseudo-sequence DRB4_0103. The binding affinity (normalized) is 0.224. (2) The peptide sequence is LLNAKFFHMNIYECK. The MHC is DRB1_0405 with pseudo-sequence DRB1_0405. The binding affinity (normalized) is 0.617. (3) The peptide sequence is EDSALLEDPAGT. The MHC is HLA-DQA10501-DQB10201 with pseudo-sequence HLA-DQA10501-DQB10201. The binding affinity (normalized) is 0.127. (4) The peptide sequence is YDHFLANVSTVLTGK. The MHC is DRB3_0202 with pseudo-sequence DRB3_0202. The binding affinity (normalized) is 1.00. (5) The peptide sequence is EKKYFHATQFEPLAA. The MHC is HLA-DQA10501-DQB10301 with pseudo-sequence HLA-DQA10501-DQB10301. The binding affinity (normalized) is 0.207. (6) The peptide sequence is NNRIWLQFAKLTGFT. The MHC is DRB4_0101 with pseudo-sequence DRB4_0103. The binding affinity (normalized) is 0.491. (7) The peptide sequence is KFDSQLAHRHMARELH. The MHC is DRB1_0401 with pseudo-sequence DRB1_0401. The binding affinity (normalized) is 0.221.